From a dataset of Forward reaction prediction with 1.9M reactions from USPTO patents (1976-2016). Predict the product of the given reaction. (1) Given the reactants Cl[C:2]1[C:15]2[C:6](=[C:7]3[C:12](=[CH:13][CH:14]=2)[C:11](Cl)=[CH:10][CH:9]=[N:8]3)[N:5]=[CH:4][CH:3]=1.[CH3:17][O-:18].[Na+].[CH3:20][OH:21], predict the reaction product. The product is: [CH3:17][O:18][C:2]1[C:15]2[C:6](=[C:7]3[C:12](=[CH:13][CH:14]=2)[C:11]([O:21][CH3:20])=[CH:10][CH:9]=[N:8]3)[N:5]=[CH:4][CH:3]=1. (2) The product is: [CH3:2][O:3][C:4]1[CH:9]=[CH:8][C:7]([N:10]2[C:15]([CH3:16])=[CH:14][C:13]([CH3:12])=[N:11]2)=[CH:6][CH:5]=1. Given the reactants Cl.[CH3:2][O:3][C:4]1[CH:9]=[CH:8][C:7]([NH:10][NH2:11])=[CH:6][CH:5]=1.[CH3:12][C:13](=O)[CH2:14][C:15](=O)[CH3:16], predict the reaction product. (3) Given the reactants [C:1]1([CH2:7][CH2:8][CH2:9][CH2:10][CH2:11][OH:12])[CH:6]=[CH:5][CH:4]=[CH:3][CH:2]=1.O[C:14]1[CH:19]=[CH:18][C:17]([CH2:20][CH2:21][C:22]([O:24][CH3:25])=[O:23])=[CH:16][CH:15]=1.C1(P(C2C=CC=CC=2)C2C=CC=CC=2)C=CC=CC=1.N(C(N1CCCCC1)=O)=NC(N1CCCCC1)=O, predict the reaction product. The product is: [C:1]1([CH2:7][CH2:8][CH2:9][CH2:10][CH2:11][O:12][C:14]2[CH:19]=[CH:18][C:17]([CH2:20][CH2:21][C:22]([O:24][CH3:25])=[O:23])=[CH:16][CH:15]=2)[CH:6]=[CH:5][CH:4]=[CH:3][CH:2]=1. (4) The product is: [CH3:25][C:10]([NH:9][C:7]([C:5]1[S:6][C:2]([Cl:1])=[CH:3][CH:4]=1)=[O:8])([C:11](=[O:12])[NH:13][C:14]1[CH:22]=[CH:21][C:17]([C:18]([N:50]2[CH2:45][CH2:46][CH2:47][CH2:48][CH:49]2[CH2:44][CH2:59][CH2:58][OH:57])=[O:20])=[C:16]([CH3:23])[CH:15]=1)[CH3:24]. Given the reactants [Cl:1][C:2]1[S:6][C:5]([C:7]([NH:9][C:10]([CH3:25])([CH3:24])[C:11]([NH:13][C:14]2[CH:22]=[CH:21][C:17]([C:18]([OH:20])=O)=[C:16]([CH3:23])[CH:15]=2)=[O:12])=[O:8])=[CH:4][CH:3]=1.CCN(C(C)C)C(C)C.CN(C(ON1N=[N:50][C:45]2[CH:46]=[CH:47][CH:48]=[CH:49][C:44]1=2)=[N+](C)C)C.[B-](F)(F)(F)F.[OH:57][CH2:58][CH2:59]CN1CCCCC1, predict the reaction product.